This data is from Reaction yield outcomes from USPTO patents with 853,638 reactions. The task is: Predict the reaction yield, written as a fraction of the theoretical maximum amount of product (1.0 means a 100% yield; for example, 0.34 means a 34% yield). The reactants are [C:1]([C:3]1[CH:8]=[CH:7][C:6]([C@@H:9]2[C:14]([C:15]#[N:16])=[C:13]([CH3:17])[N:12]([C:18]3[CH:23]=[CH:22][CH:21]=[C:20]([C:24]([F:27])([F:26])[F:25])[CH:19]=3)[C:11](=[O:28])[NH:10]2)=[C:5]([S:29]([CH3:32])(=[O:31])=[O:30])[CH:4]=1)#[N:2].[H-].[Na+].[CH3:35][S:36](Cl)(=[O:38])=[O:37]. The catalyst is C1COCC1. The product is [C:1]([C:3]1[CH:8]=[CH:7][C:6]([C@@H:9]2[C:14]([C:15]#[N:16])=[C:13]([CH3:17])[N:12]([C:18]3[CH:23]=[CH:22][CH:21]=[C:20]([C:24]([F:27])([F:26])[F:25])[CH:19]=3)[C:11](=[O:28])[N:10]2[S:36]([CH3:35])(=[O:38])=[O:37])=[C:5]([S:29]([CH3:32])(=[O:31])=[O:30])[CH:4]=1)#[N:2]. The yield is 0.580.